Dataset: Reaction yield outcomes from USPTO patents with 853,638 reactions. Task: Predict the reaction yield, written as a fraction of the theoretical maximum amount of product (1.0 means a 100% yield; for example, 0.34 means a 34% yield). (1) The yield is 0.910. The reactants are [N+:1]([C:4]1[CH:13]=[C:12]2[C:7]([CH2:8][C:9]([CH3:15])([CH3:14])[CH2:10][NH:11]2)=[CH:6][CH:5]=1)([O-])=O. The catalyst is C(OCC)(=O)C.[Pd]. The product is [NH2:1][C:4]1[CH:13]=[C:12]2[C:7]([CH2:8][C:9]([CH3:15])([CH3:14])[CH2:10][NH:11]2)=[CH:6][CH:5]=1. (2) The reactants are Br[C:2]1[CH:3]=[C:4]([CH:29]=[CH:30][CH:31]=1)[C:5]([NH:7][CH:8]([C:10]1[N:15]=[N:14][C:13]([NH:16][C:17]2[CH:22]=[C:21]([O:23][CH3:24])[C:20]([O:25][CH3:26])=[C:19]([O:27][CH3:28])[CH:18]=2)=[N:12][CH:11]=1)[CH3:9])=[O:6].NC(C1N=NC(NC2C=C(OC)C(OC)=C(OC)C=2)=NC=1)C.[C:54]([NH:57]C1C=C(C=CC=1)C(O)=O)(=[O:56])[CH3:55].C(N(C(C)C)CC)(C)C.F[P-](F)(F)(F)(F)F.N1(OC(N(C)C)=[N+](C)C)C2N=CC=CC=2N=N1. The catalyst is CN(C)C=O. The product is [C:54]([NH:57][C:2]1[CH:3]=[C:4]([CH:29]=[CH:30][CH:31]=1)[C:5]([NH:7][CH:8]([C:10]1[N:15]=[N:14][C:13]([NH:16][C:17]2[CH:22]=[C:21]([O:23][CH3:24])[C:20]([O:25][CH3:26])=[C:19]([O:27][CH3:28])[CH:18]=2)=[N:12][CH:11]=1)[CH3:9])=[O:6])(=[O:56])[CH3:55]. The yield is 0.750. (3) The reactants are N(C(OC(C)C)=O)=NC(OC(C)C)=O.[CH3:15][CH2:16][CH:17](O)[CH2:18][CH2:19][CH2:20][CH2:21][CH2:22][CH3:23].[Cl:25][C:26]1[N:34]=[CH:33][N:32]=[C:31]2[C:27]=1[N:28]=[CH:29][NH:30]2.C1(P(C2C=CC=CC=2)C2C=CC=CC=2)C=CC=CC=1. The catalyst is O1CCCC1. The product is [Cl:25][C:26]1[N:34]=[CH:33][N:32]=[C:31]2[C:27]=1[N:28]=[CH:29][N:30]2[CH:17]([CH2:18][CH2:19][CH2:20][CH2:21][CH2:22][CH3:23])[CH2:16][CH3:15]. The yield is 0.770. (4) The reactants are [CH3:1][O:2][C:3]([C:5]1[CH:10]=[CH:9][C:8]([CH:11]([NH:15][C:16]2[CH:21]=[CH:20][CH:19]=[CH:18][CH:17]=2)[C:12]([OH:14])=[O:13])=[CH:7][CH:6]=1)=[O:4].C(N(C(C)C)C(C)C)C.C1CCC(N=C=NC2CCCCC2)CC1.C1C=CC2N(O)N=NC=2C=1.[N:56]12[CH2:63][CH2:62][CH:59]([CH2:60][CH2:61]1)[C@@H:58](O)[CH2:57]2. The catalyst is C1COCC1. The product is [CH3:1][O:2][C:3](=[O:4])[C:5]1[CH:6]=[CH:7][C:8]([CH:11]([C:12]([O:14][C@@H:58]2[CH:59]3[CH2:62][CH2:63][N:56]([CH2:61][CH2:60]3)[CH2:57]2)=[O:13])[NH:15][C:16]2[CH:21]=[CH:20][CH:19]=[CH:18][CH:17]=2)=[CH:9][CH:10]=1. The yield is 0.210. (5) The reactants are Cl.[C:2]([C:4]1[CH:5]=[C:6]([N:10]2[CH2:15][C@@H:14]3[CH2:16][C@H:11]2[CH2:12][N:13]3[C:17]2[CH:29]=[CH:28][C:20]([C:21]([O:23]C(C)(C)C)=[O:22])=[CH:19][CH:18]=2)[CH:7]=[CH:8][CH:9]=1)#[N:3]. The catalyst is [N+](C)([O-])=O. The product is [C:2]([C:4]1[CH:5]=[C:6]([N:10]2[CH2:15][C@@H:14]3[CH2:16][C@H:11]2[CH2:12][N:13]3[C:17]2[CH:29]=[CH:28][C:20]([C:21]([OH:23])=[O:22])=[CH:19][CH:18]=2)[CH:7]=[CH:8][CH:9]=1)#[N:3]. The yield is 0.390. (6) The reactants are [Cl:1][C:2]1[CH:8]=[CH:7][CH:6]=[CH:5][C:3]=1[NH2:4].[F:9][C:10]1[N:25]=[CH:24][CH:23]=[CH:22][C:11]=1[C:12](NC1C=CC=CC=1C)=[O:13]. No catalyst specified. The product is [Cl:1][C:2]1[CH:8]=[CH:7][CH:6]=[CH:5][C:3]=1[NH:4][C:12](=[O:13])[C:11]1[CH:22]=[CH:23][CH:24]=[N:25][C:10]=1[F:9]. The yield is 0.840. (7) The reactants are [CH3:1][C@@H:2]([NH:9][C:10]([C:12]1[C:20]2[C:15](=[N:16][CH:17]=[C:18]([C:21]3[C:29]4[C:24](=[CH:25][C:26]([F:30])=[CH:27][CH:28]=4)[N:23]([CH3:31])[N:22]=3)[N:19]=2)[N:14](COCC[Si](C)(C)C)[CH:13]=1)=[O:11])[CH2:3][N:4]1[CH:8]=[CH:7][CH:6]=[N:5]1.FC(F)(F)C(O)=O.C(N)CN.O. The catalyst is ClCCl.C(OCC)(=O)C. The product is [CH3:1][C@@H:2]([NH:9][C:10]([C:12]1[C:20]2[C:15](=[N:16][CH:17]=[C:18]([C:21]3[C:29]4[C:24](=[CH:25][C:26]([F:30])=[CH:27][CH:28]=4)[N:23]([CH3:31])[N:22]=3)[N:19]=2)[NH:14][CH:13]=1)=[O:11])[CH2:3][N:4]1[CH:8]=[CH:7][CH:6]=[N:5]1. The yield is 0.570.